From a dataset of Full USPTO retrosynthesis dataset with 1.9M reactions from patents (1976-2016). Predict the reactants needed to synthesize the given product. The reactants are: CO[C:3]([C:5]1[CH:10]=[N:9][C:8]([O:11][CH2:12][C:13]2[C:14]([C:18]3[CH:23]=[CH:22][C:21]([F:24])=[CH:20][CH:19]=3)=[N:15][O:16][CH:17]=2)=[CH:7][N:6]=1)=[O:4].[CH:25]([NH2:28])([CH3:27])[CH3:26]. Given the product [CH:25]([NH:28][C:3]([C:5]1[CH:10]=[N:9][C:8]([O:11][CH2:12][C:13]2[C:14]([C:18]3[CH:19]=[CH:20][C:21]([F:24])=[CH:22][CH:23]=3)=[N:15][O:16][CH:17]=2)=[CH:7][N:6]=1)=[O:4])([CH3:27])[CH3:26], predict the reactants needed to synthesize it.